This data is from Forward reaction prediction with 1.9M reactions from USPTO patents (1976-2016). The task is: Predict the product of the given reaction. (1) Given the reactants [ClH:1].[CH3:2][C:3]1[CH:11]=[CH:10][C:6]([C:7]([OH:9])=O)=[CH:5][C:4]=1[O:12][C:13]1[CH:18]=[CH:17][N:16]=[C:15]([NH:19][C:20]2[S:21][CH:22]=[C:23]([CH3:25])[N:24]=2)[CH:14]=1.[CH3:26][N:27]([CH3:31])[CH2:28][CH2:29][NH2:30], predict the reaction product. The product is: [ClH:1].[ClH:1].[CH3:26][N:27]([CH3:31])[CH2:28][CH2:29][NH:30][C:7](=[O:9])[C:6]1[CH:10]=[CH:11][C:3]([CH3:2])=[C:4]([O:12][C:13]2[CH:18]=[CH:17][N:16]=[C:15]([NH:19][C:20]3[S:21][CH:22]=[C:23]([CH3:25])[N:24]=3)[CH:14]=2)[CH:5]=1. (2) Given the reactants Br[C:2]1[CH:9]=[CH:8][CH:7]=[CH:6][C:3]=1[CH:4]=[O:5].[CH:10]1(B(O)O)[CH2:12][CH2:11]1.C1(P(C2CCCCC2)C2CCCCC2)CCCCC1.C1(C)C=CC=CC=1.O, predict the reaction product. The product is: [CH:10]1([C:2]2[CH:9]=[CH:8][CH:7]=[CH:6][C:3]=2[CH:4]=[O:5])[CH2:12][CH2:11]1.